This data is from Forward reaction prediction with 1.9M reactions from USPTO patents (1976-2016). The task is: Predict the product of the given reaction. (1) The product is: [Si:39]([O:1][C@@H:2]1[CH2:26][CH2:25][C@@:24]2([CH3:27])[CH:4]([CH2:5][C@@H:6]([OH:29])[C@@H:7]3[C@@H:23]2[CH2:22][CH2:21][C@@:20]2([CH3:28])[C@H:8]3[CH2:9][CH2:10][C@@H:11]2[C@H:12]([CH3:19])[CH2:13][CH2:14][C:15]([O:17][CH3:18])=[O:16])[CH2:3]1)([C:36]([CH3:38])([CH3:37])[CH3:35])([C:46]1[CH:47]=[CH:48][CH:49]=[CH:50][CH:51]=1)[C:40]1[CH:45]=[CH:44][CH:43]=[CH:42][CH:41]=1. Given the reactants [OH:1][C@@H:2]1[CH2:26][CH2:25][C@@:24]2([CH3:27])[CH:4]([CH2:5][C@@H:6]([OH:29])[C@@H:7]3[C@@H:23]2[CH2:22][CH2:21][C@@:20]2([CH3:28])[C@H:8]3[CH2:9][CH2:10][C@@H:11]2[C@H:12]([CH3:19])[CH2:13][CH2:14][C:15]([O:17][CH3:18])=[O:16])[CH2:3]1.N1C=CN=C1.[CH3:35][C:36]([Si:39](Cl)([C:46]1[CH:51]=[CH:50][CH:49]=[CH:48][CH:47]=1)[C:40]1[CH:45]=[CH:44][CH:43]=[CH:42][CH:41]=1)([CH3:38])[CH3:37], predict the reaction product. (2) Given the reactants Cl[C:2]1[N:7]=[C:6]([C:8]2[CH:13]=[CH:12][C:11]([C:14]([F:17])([F:16])[F:15])=[CH:10][CH:9]=2)[CH:5]=[C:4]([C:18]([F:21])([F:20])[F:19])[N:3]=1.[NH:22]1[CH:26]=[CH:25][CH:24]=[CH:23]1, predict the reaction product. The product is: [N:22]1([C:2]2[N:3]=[C:4]([C:18]([F:21])([F:20])[F:19])[CH:5]=[C:6]([C:8]3[CH:13]=[CH:12][C:11]([C:14]([F:17])([F:16])[F:15])=[CH:10][CH:9]=3)[N:7]=2)[CH:26]=[CH:25][CH:24]=[CH:23]1. (3) Given the reactants FC(F)(F)C(O)=O.[NH2:8][CH2:9][C:10]1[N:15]=[C:14]([C:16]2[S:17][C:18]3[CH:26]=[CH:25][CH:24]=[CH:23][C:19]=3[C:20](=[O:22])[N:21]=2)[CH:13]=[CH:12][CH:11]=1.[C:27](Cl)(=[O:30])[CH2:28][CH3:29].C(OCC)(=O)C.O, predict the reaction product. The product is: [O:22]=[C:20]1[C:19]2[CH:23]=[CH:24][CH:25]=[CH:26][C:18]=2[S:17][C:16]([C:14]2[N:15]=[C:10]([CH2:9][NH:8][C:27](=[O:30])[CH2:28][CH3:29])[CH:11]=[CH:12][CH:13]=2)=[N:21]1.